Dataset: Experimentally validated miRNA-target interactions with 360,000+ pairs, plus equal number of negative samples. Task: Binary Classification. Given a miRNA mature sequence and a target amino acid sequence, predict their likelihood of interaction. (1) The miRNA is mmu-miR-6356 with sequence UCCCCAGAGUCCUAACAAUGA. The protein sequence of the target gene is MNQIEPGVQYNYVYDEDEYMIQEEEWDRDLLLDPAWEKQQRKTFTAWCNSHLRKAGTQIENIEEDFRNGLKLMLLLEVISGERLPKPDRGKMRFHKIANVNKALDYIASKGVKLVSIGAEEIVDGNVKMTLGMIWTIILRFAIQDISVEETSAKEGLLLWCQRKTAPYRNVNIQNFHTSWKDGLGLCALIHRHRPDLIDYSKLNKDDPIGNINLAMEIAEKHLDIPKMLDAEDIVNTPKPDERAIMTYVSCFYHAFAGAEQAETAANRICKVLAVNQENERLMEEYERLASELLEWIRRT.... Result: 0 (no interaction). (2) The miRNA is cel-miR-50-5p with sequence UGAUAUGUCUGGUAUUCUUGGGUU. The protein sequence of the target gene is MAQGRERDEGPHSAGGASLSVRWVQGFPKQNVHFVNDNTICYPCGNYVIFINIETKKKTVLQCSNGIVGVMATNIPCEVVAFSDRKLKPLIYVYSFPGLTRRTKLKGNILLDYTLLSFSYCGTYLASYSSLPEFELALWNWESSIILCKKSQPGMDVNQMSFNPMNWRQLCLSSPSTVSVWTIERSNQEHCFRARSVKLPLEDGSFFNETDVVFPQSLPKDLIYGPVLPLSAIAGLVGKEAETFRPKDDLYPLLHPTMHCWTPTSDLYIGCEEGHLLMINGDTLQVTVLNKIEEESPLDR.... Result: 0 (no interaction). (3) The miRNA is hsa-miR-27a-3p with sequence UUCACAGUGGCUAAGUUCCGC. The protein sequence of the target gene is MNGTANPLLDREEHCLRLGESFEKRPRASFHTIRYDFKPASIDTSCEGELQVGKGDEVTITLPHIPGSTPPMTVFKGNKRPYQKDCVLIINHDTGEYVLEKLSSSIQVKKTRAEGSSKIQARMEQQPTRPPQTSQPPPPPPPMPFRAPTKPPVGPKTSPLKDNPSPEPQLDDIKRELRAEVDIIEQMSSSSGSSSSDSESSSGSDDDSSSSGGEDNGPASPPQPSHQQPYNSRPAVANGTSRPQGSNQLMNTLRNDLQLSESGSDSDD. Result: 0 (no interaction). (4) The miRNA is hsa-miR-7156-3p with sequence CUGCAGCCACUUGGGGAACUGGU. The protein sequence of the target gene is MGHPPLEFSDCYLDSPDFRERLKCYEQELERTNKFIKDVIKDGNALISAMRNYSSAVQKFSQTLQSFQFDFIGDTLTDDEINIAESFKEFAELLNEVENERMMMVHNASDLLIKPLENFRKEQIGFTKERKKKFEKDGERFYSLLDRHLHLSSKKKESQLQEADLQVDKERHNFFESSLDYVYQIQEVQESKKFNIVEPVLAFLHSLFISNSLTVELTQDFLPYKQQLQLSLQNTRNHFSSTREEMEELKKRMKEAPQTCKLPGQPTIEGYLYTQEKWALGISWVKYYCQYEKETKTLTM.... Result: 1 (interaction). (5) The miRNA is mmu-miR-297b-5p with sequence AUGUAUGUGUGCAUGAACAUGU. The protein sequence of the target gene is MAYSEEHKGMPCGFIRQNSGNSISLDFEPSIEYQFVERLEERYKCAFCHSVLHNPHQTGCGHRFCQHCILSLRELNTVPICPVDKEVIKSQEVFKDNCCKREVLNLYVYCSNAPGCNAKVILGRYQDHLQQCLFQPVQCSNEKCREPVLRKDLKEHLSASCQFRKEKCLYCKKDVVVINLQNHEENLCPEYPVFCPNNCAKIILKTEVDEHLAVCPEAEQDCPFKHYGCAVTDKRRNLQQHEHSALREHMRLVLEKNVQLEEQISDLHKSLEQKESKIQQLAETIKKLEKEFKQFAQLFG.... Result: 0 (no interaction). (6) The miRNA is mmu-miR-9768-3p with sequence ACUGCCUUCCUUUGUGUGGCCCAG. The protein sequence of the target gene is MDYSYDEDLDELCPVCGDKVSGYHYGLLTCESCKGFFKRTVQNNKHYTCTESQSCKIDKTQRKRCPFCRFQKCLTVGMRLEAVRADRMRGGRNKFGPMYKRDRALKQQKKAQIRANGFKLETGPPMGVPPPPPPPPDYMLPPSLHAPEPKALVSGPPSGPLGDFGAPSLPMAVPGPHGPLAGYLYPAFSNRTIKSEYPEPYASPPQQPGPPYSYPEPFSGGPNVPELILQLLQLEPEEDQVRARIVGCLQEPAKSRSDQPAPFSLLCRMADQTFISIVDWARRCMVFKELEVADQMTLLQ.... Result: 0 (no interaction).